Predict the reactants needed to synthesize the given product. From a dataset of Full USPTO retrosynthesis dataset with 1.9M reactions from patents (1976-2016). (1) The reactants are: [C:1]([O:5][CH:6]([C:11]1[C:16]([C:17]([F:20])([F:19])[F:18])=[CH:15][CH:14]=[C:13]([N:21]2[CH:25]=[CH:24][C:23]([N+]([O-])=O)=[N:22]2)[C:12]=1[C:29]1[CH:30]=[CH:31][C:32]2[O:37][CH2:36][CH2:35][CH2:34][C:33]=2[CH:38]=1)[C:7]([O:9][CH3:10])=[O:8])([CH3:4])([CH3:3])[CH3:2].[CH2:39]=O.[C:41]([BH3-])#[N:42].[Na+].[Na]. Given the product [C:1]([O:5][CH:6]([C:11]1[C:16]([C:17]([F:20])([F:19])[F:18])=[CH:15][CH:14]=[C:13]([N:21]2[CH:25]=[CH:24][C:23]([N:42]([CH3:41])[CH3:39])=[N:22]2)[C:12]=1[C:29]1[CH:30]=[CH:31][C:32]2[O:37][CH2:36][CH2:35][CH2:34][C:33]=2[CH:38]=1)[C:7]([O:9][CH3:10])=[O:8])([CH3:4])([CH3:3])[CH3:2], predict the reactants needed to synthesize it. (2) The reactants are: CCN(CC)CC.[CH2:8]1[CH:12]2[CH2:13][NH:14][CH2:15][CH:11]2[CH2:10][N:9]1[C:16]([O:18][C:19]([CH3:22])([CH3:21])[CH3:20])=[O:17].Cl[C:24]1[N:28]([C:29]2[CH:34]=[CH:33][CH:32]=[CH:31][CH:30]=2)[N:27]=[N:26][N:25]=1. Given the product [C:29]1([N:28]2[C:24]([N:14]3[CH2:13][CH:12]4[CH2:8][N:9]([C:16]([O:18][C:19]([CH3:22])([CH3:21])[CH3:20])=[O:17])[CH2:10][CH:11]4[CH2:15]3)=[N:25][N:26]=[N:27]2)[CH:30]=[CH:31][CH:32]=[CH:33][CH:34]=1, predict the reactants needed to synthesize it.